Dataset: Full USPTO retrosynthesis dataset with 1.9M reactions from patents (1976-2016). Task: Predict the reactants needed to synthesize the given product. (1) Given the product [NH2:1][C@@H:2]([CH2:3][C:4]1[CH:9]=[CH:8][CH:7]=[CH:6][CH:5]=1)[CH2:10][OH:11], predict the reactants needed to synthesize it. The reactants are: [NH2:1][C@H:2]([C:10](O)=[O:11])[CH2:3][C:4]1[CH:9]=[CH:8][CH:7]=[CH:6][CH:5]=1.[BH4-].[Na+].II.CO. (2) Given the product [Br:24][C:25]1[C:26]([O:32][C@H:33]([CH3:37])[C@H:34]([OH:36])[CH3:35])=[N:27][C:28]([NH:1][C:2]2[CH:7]=[CH:6][C:5]([S:8]([CH2:20][CH2:21][OH:22])(=[N:10][S:11]([CH2:14][CH2:15][Si:16]([CH3:18])([CH3:17])[CH3:19])(=[O:12])=[O:13])=[O:9])=[CH:4][CH:3]=2)=[N:29][CH:30]=1, predict the reactants needed to synthesize it. The reactants are: [NH2:1][C:2]1[CH:7]=[CH:6][C:5]([S:8]([CH2:20][CH2:21][OH:22])(=[N:10][S:11]([CH2:14][CH2:15][Si:16]([CH3:19])([CH3:18])[CH3:17])(=[O:13])=[O:12])=[O:9])=[CH:4][CH:3]=1.Cl.[Br:24][C:25]1[C:26]([O:32][C@H:33]([CH3:37])[C@H:34]([OH:36])[CH3:35])=[N:27][C:28](Cl)=[N:29][CH:30]=1.